This data is from Catalyst prediction with 721,799 reactions and 888 catalyst types from USPTO. The task is: Predict which catalyst facilitates the given reaction. Reactant: [CH2:1]([O:8][C:9]([C:11]1[NH:12][C:13]2[C:18]([CH:19]=1)=[CH:17][CH:16]=[CH:15][CH:14]=2)=[O:10])[C:2]1[CH:7]=[CH:6][CH:5]=[CH:4][CH:3]=1.[C:20]([O:24][C:25](=[O:28])[CH2:26]Br)([CH3:23])([CH3:22])[CH3:21]. The catalyst class is: 9. Product: [CH2:1]([O:8][C:9]([C:11]1[N:12]([CH2:26][C:25]([O:24][C:20]([CH3:23])([CH3:22])[CH3:21])=[O:28])[C:13]2[C:18]([CH:19]=1)=[CH:17][CH:16]=[CH:15][CH:14]=2)=[O:10])[C:2]1[CH:3]=[CH:4][CH:5]=[CH:6][CH:7]=1.